Task: Predict the reaction yield, written as a fraction of the theoretical maximum amount of product (1.0 means a 100% yield; for example, 0.34 means a 34% yield).. Dataset: Reaction yield outcomes from USPTO patents with 853,638 reactions The reactants are [CH3:1][C:2]([CH3:19])([CH2:17][OH:18])[CH2:3][CH2:4][CH2:5][CH2:6][S:7][CH2:8][CH2:9][CH2:10][CH2:11][C:12]([CH3:16])([CH3:15])[CH2:13][OH:14].[OH:20]O. The catalyst is C(O)(=O)C.O. The product is [CH3:1][C:2]([CH3:19])([CH2:17][OH:18])[CH2:3][CH2:4][CH2:5][CH2:6][S:7]([CH2:8][CH2:9][CH2:10][CH2:11][C:12]([CH3:15])([CH3:16])[CH2:13][OH:14])=[O:20]. The yield is 1.05.